Dataset: Full USPTO retrosynthesis dataset with 1.9M reactions from patents (1976-2016). Task: Predict the reactants needed to synthesize the given product. (1) Given the product [CH3:33][C:31]1[CH:32]=[C:27]([CH:28]=[C:29]([CH3:34])[CH:30]=1)[C:26]([C:11]1([NH:14][C:15](=[O:25])[C:16]2[CH:21]=[CH:20][CH:19]=[C:18]([O:22][CH3:23])[C:17]=2[CH3:24])[CH2:10][CH2:9][NH:8][CH2:13][CH2:12]1)=[O:35], predict the reactants needed to synthesize it. The reactants are: C(OC([N:8]1[CH2:13][CH2:12][C:11]([C:26](=[O:35])[C:27]2[CH:32]=[C:31]([CH3:33])[CH:30]=[C:29]([CH3:34])[CH:28]=2)([NH:14][C:15](=[O:25])[C:16]2[CH:21]=[CH:20][CH:19]=[C:18]([O:22][CH3:23])[C:17]=2[CH3:24])[CH2:10][CH2:9]1)=O)(C)(C)C. (2) Given the product [N+:1]([C:4]1[CH:13]=[C:12]2[C:7]([CH2:8][CH2:9][CH2:10][CH:11]2[OH:14])=[CH:6][CH:5]=1)([O-:3])=[O:2], predict the reactants needed to synthesize it. The reactants are: [N+:1]([C:4]1[CH:13]=[C:12]2[C:7]([CH2:8][CH2:9][CH2:10][C:11]2=[O:14])=[CH:6][CH:5]=1)([O-:3])=[O:2].B.CSC. (3) The reactants are: [C:1]([O:5][C:6]([N:8]1[CH2:20][C@@H:19]([CH3:21])[N:18]2[C@H:10]([CH2:11][C:12]3[C:17]2=[N:16][C:15](Br)=[CH:14][CH:13]=3)[CH2:9]1)=[O:7])([CH3:4])([CH3:3])[CH3:2].[CH2:23](B(CC)CC)[CH3:24].C(=O)([O-])[O-].[K+].[K+].O. Given the product [C:1]([O:5][C:6]([N:8]1[CH2:20][C@@H:19]([CH3:21])[N:18]2[C@H:10]([CH2:11][C:12]3[C:17]2=[N:16][C:15]([CH2:23][CH3:24])=[CH:14][CH:13]=3)[CH2:9]1)=[O:7])([CH3:4])([CH3:3])[CH3:2], predict the reactants needed to synthesize it. (4) Given the product [Se:3]1[CH:4]=[CH:5][CH:6]=[C:2]1[C:2]1[Se:3][CH:4]=[CH:5][C:6]=1[C:2]1[Se:3][CH:4]=[CH:5][CH:6]=1, predict the reactants needed to synthesize it. The reactants are: Br[C:2]1[Se:3][CH:4]=[CH:5][CH:6]=1.[Mg]. (5) Given the product [ClH:1].[CH3:26][N:3]([CH3:2])[CH:4]1[CH2:9][CH2:8][N:7]([C:10](=[O:25])[CH2:11][CH2:12][C:13]2[N:14]([CH2:18][C:19]([O:21][CH:22]3[CH2:23][CH2:24]3)=[O:20])[CH:15]=[CH:16][N:17]=2)[CH2:6][CH2:5]1, predict the reactants needed to synthesize it. The reactants are: [ClH:1].[CH3:2][N:3]([CH3:26])[CH:4]1[CH2:9][CH2:8][N:7]([C:10](=[O:25])[CH2:11][CH2:12][C:13]2[N:14]([CH2:18][C:19]([O:21][CH:22]3[CH2:24][CH2:23]3)=[O:20])[CH:15]=[CH:16][N:17]=2)[CH2:6][CH2:5]1. (6) Given the product [OH:21][CH2:20][CH2:19][NH:18][S:17]([C:4]1[S:3][CH:2]=[C:6]([C:7]2[S:11][C:10]([NH:12][C:13](=[O:15])[CH3:14])=[N:9][C:8]=2[CH3:16])[CH:5]=1)(=[O:23])=[O:22], predict the reactants needed to synthesize it. The reactants are: Br[C:2]1[S:3][C:4]([S:17](=[O:23])(=[O:22])[NH:18][CH2:19][CH2:20][OH:21])=[CH:5][C:6]=1[C:7]1[S:11][C:10]([NH:12][C:13](=[O:15])[CH3:14])=[N:9][C:8]=1[CH3:16].C([Li])CCC. (7) The reactants are: C(Cl)Cl.[CH2:4]([C:7]1([CH2:17][C@@H:18]2[O:20][C@@:19]2([CH3:27])[CH2:21][CH2:22][CH:23]=[C:24]([CH3:26])[CH3:25])[C:12]([O:13][CH3:14])=[CH:11][CH2:10][CH:9]=[C:8]1[O:15][CH3:16])[CH:5]=[CH2:6].C(C1C=C(C)C=C(C(C)(C)C)N=1)(C)(C)C.FC(F)(F)S(O[Si](C)(C)C)(=O)=O. Given the product [CH2:4]([C@:7]12[CH2:17][CH:18]3[O:20][C@@:8]1([O:15][CH3:16])[C@@H:9]([C@:19]3([CH3:27])[CH2:21][CH2:22][CH:23]=[C:24]([CH3:26])[CH3:25])[CH2:10][CH:11]=[C:12]2[O:13][CH3:14])[CH:5]=[CH2:6], predict the reactants needed to synthesize it.